From a dataset of Full USPTO retrosynthesis dataset with 1.9M reactions from patents (1976-2016). Predict the reactants needed to synthesize the given product. (1) Given the product [Cl:1][C:2]1[CH:3]=[C:4]([CH:26]=[CH:27][CH:28]=1)[CH2:5][N:6]1[C:15]2[C:10](=[CH:11][CH:12]=[CH:13][CH:14]=2)[C:9](=[O:16])[C:8]([C:17]([C:19]2[CH:20]=[N:21][C:22]([O:30][CH3:29])=[CH:23][CH:24]=2)=[O:18])=[CH:7]1, predict the reactants needed to synthesize it. The reactants are: [Cl:1][C:2]1[CH:3]=[C:4]([CH:26]=[CH:27][CH:28]=1)[CH2:5][N:6]1[C:15]2[C:10](=[CH:11][CH:12]=[CH:13][CH:14]=2)[C:9](=[O:16])[C:8]([C:17]([C:19]2[CH:20]=[N:21][C:22](Cl)=[CH:23][CH:24]=2)=[O:18])=[CH:7]1.[CH3:29][O-:30].[Na+]. (2) Given the product [ClH:1].[NH2:2][C@@H:3]([CH3:11])[CH2:4][C:5]([O:7][CH3:8])=[O:6], predict the reactants needed to synthesize it. The reactants are: [ClH:1].[NH2:2][CH2:3][CH:4](C)[C:5]([O:7][CH3:8])=[O:6].N[C@@H:11](C)CC(O)=O. (3) Given the product [Br:1][C:2]1[CH:7]=[CH:6][C:5]([N:8]2[CH2:13][CH2:12][N:11]([CH2:22][CH2:23][CH2:24][CH3:25])[CH2:10][CH2:9]2)=[C:4]([CH:14]2[CH2:19][CH2:18][C:17]([CH3:21])([CH3:20])[CH2:16][CH2:15]2)[CH:3]=1, predict the reactants needed to synthesize it. The reactants are: [Br:1][C:2]1[CH:7]=[CH:6][C:5]([N:8]2[CH2:13][CH2:12][NH:11][CH2:10][CH2:9]2)=[C:4]([CH:14]2[CH2:19][CH2:18][C:17]([CH3:21])([CH3:20])[CH2:16][CH2:15]2)[CH:3]=1.[CH:22](=O)[CH2:23][CH2:24][CH3:25].C(O)(=O)C.C(O[BH-](OC(=O)C)OC(=O)C)(=O)C.[Na+].C(=O)([O-])O.[Na+]. (4) Given the product [C:14]([C:3]1[C:2]([B:16]2[O:20][C:19]([CH3:22])([CH3:21])[C:18]([CH3:24])([CH3:23])[O:17]2)=[CH:11][C:6]([C:7]([O:9][CH3:10])=[O:8])=[C:5]([OH:12])[C:4]=1[CH3:13])#[N:15], predict the reactants needed to synthesize it. The reactants are: Br[C:2]1[C:3]([C:14]#[N:15])=[C:4]([CH3:13])[C:5]([OH:12])=[C:6]([CH:11]=1)[C:7]([O:9][CH3:10])=[O:8].[B:16]1([B:16]2[O:20][C:19]([CH3:22])([CH3:21])[C:18]([CH3:24])([CH3:23])[O:17]2)[O:20][C:19]([CH3:22])([CH3:21])[C:18]([CH3:24])([CH3:23])[O:17]1.C([O-])(=O)C.[K+].O. (5) Given the product [Br:1][C:2]1[CH:3]=[CH:4][C:5]2[N:6]([C:8]([CH2:11][CH2:12][CH2:13][O:14][CH3:19])=[N:9][CH:10]=2)[CH:7]=1, predict the reactants needed to synthesize it. The reactants are: [Br:1][C:2]1[CH:3]=[CH:4][C:5]2[N:6]([C:8]([CH2:11][CH2:12][CH2:13][OH:14])=[N:9][CH:10]=2)[CH:7]=1.[H-].[Na+].CI.[C:19](=O)(O)[O-].[Na+]. (6) Given the product [ClH:36].[CH3:34][O:33][C:27]1[CH:26]=[C:25]([NH:22][C:23]([NH:1][C@H:2]2[CH2:3][CH2:4][C@@H:5]([NH:8][C:9]3[N:18]=[C:17]([N:19]([CH3:21])[CH3:20])[C:16]4[C:11](=[CH:12][CH:13]=[CH:14][CH:15]=4)[N:10]=3)[CH2:6][CH2:7]2)=[O:24])[CH:30]=[CH:29][C:28]=1[O:31][CH3:32], predict the reactants needed to synthesize it. The reactants are: [NH2:1][C@@H:2]1[CH2:7][CH2:6][C@H:5]([NH:8][C:9]2[N:18]=[C:17]([N:19]([CH3:21])[CH3:20])[C:16]3[C:11](=[CH:12][CH:13]=[CH:14][CH:15]=3)[N:10]=2)[CH2:4][CH2:3]1.[N:22]([C:25]1[CH:30]=[CH:29][C:28]([O:31][CH3:32])=[C:27]([O:33][CH3:34])[CH:26]=1)=[C:23]=[O:24].O.[ClH:36].